Dataset: Forward reaction prediction with 1.9M reactions from USPTO patents (1976-2016). Task: Predict the product of the given reaction. Given the reactants [Mn]([O-])(=O)(=O)=[O:2].[K+].[Cl:7][C:8]1[C:13]([F:14])=[CH:12][C:11]([CH3:15])=[CH:10][N:9]=1.[OH2:16], predict the reaction product. The product is: [Cl:7][C:8]1[C:13]([F:14])=[CH:12][C:11]([C:15]([OH:2])=[O:16])=[CH:10][N:9]=1.